Dataset: Reaction yield outcomes from USPTO patents with 853,638 reactions. Task: Predict the reaction yield, written as a fraction of the theoretical maximum amount of product (1.0 means a 100% yield; for example, 0.34 means a 34% yield). (1) The reactants are [Cl:1][C:2]1[S:6][C:5]([C:7]([NH:9][C@H:10]([CH2:18][N:19]2C(=O)C3C(=CC=CC=3)C2=O)[CH2:11][CH:12]2[CH2:17][CH2:16][CH2:15][CH2:14][CH2:13]2)=[O:8])=[CH:4][C:3]=1[C:30]1[N:34]([CH3:35])[N:33]=[CH:32][C:31]=1[Cl:36].NN. The catalyst is O1CCCC1.CO. The product is [NH2:19][CH2:18][C@@H:10]([NH:9][C:7]([C:5]1[S:6][C:2]([Cl:1])=[C:3]([C:30]2[N:34]([CH3:35])[N:33]=[CH:32][C:31]=2[Cl:36])[CH:4]=1)=[O:8])[CH2:11][CH:12]1[CH2:13][CH2:14][CH2:15][CH2:16][CH2:17]1. The yield is 0.700. (2) The reactants are [CH3:1][CH:2]([N:4]1[C:12](/[CH:13]=[CH:14]/[C@H:15]([OH:24])[CH2:16][C@H:17]([OH:23])[CH2:18][C:19]([O:21]C)=[O:20])=[C:11]([C:25]2[CH:30]=[CH:29][C:28]([F:31])=[CH:27][CH:26]=2)[C:10]2[C:5]1=[CH:6][CH:7]=[CH:8][CH:9]=2)[CH3:3].[OH-].[Na+:33].CC(OC)(C)C. The catalyst is O.CC(O)C. The product is [CH3:3][CH:2]([N:4]1[C:12](/[CH:13]=[CH:14]/[CH:15]([OH:24])[CH2:16][CH:17]([OH:23])[CH2:18][C:19]([O-:21])=[O:20])=[C:11]([C:25]2[CH:26]=[CH:27][C:28]([F:31])=[CH:29][CH:30]=2)[C:10]2[CH:9]=[CH:8][CH:7]=[CH:6][C:5]1=2)[CH3:1].[Na+:33]. The yield is 0.620. (3) The product is [C:50]([CH2:49][N:12]1[CH2:13][CH2:14][N:15]([CH2:18][CH:19]([NH:40][CH2:41][C:42]([OH:44])=[O:43])[CH2:20][C:21]2[CH:26]=[CH:25][C:24]([NH:27][C:28]3[C:33]4=[N:34][O:35][N:36]=[C:32]4[C:31]([N+:37]([O-:39])=[O:38])=[CH:30][CH:29]=3)=[CH:23][CH:22]=2)[CH2:16][CH2:17][N:9]([CH2:8][C:6]([OH:7])=[O:5])[CH2:10][CH2:11]1)([OH:52])=[O:51]. The reactants are C([O:5][C:6]([CH2:8][N:9]1[CH2:17][CH2:16][N:15]([CH2:18][CH:19]([NH:40][CH2:41][C:42]([O:44]C(C)(C)C)=[O:43])[CH2:20][C:21]2[CH:26]=[CH:25][C:24]([NH:27][C:28]3[C:33]4=[N:34][O:35][N:36]=[C:32]4[C:31]([N+:37]([O-:39])=[O:38])=[CH:30][CH:29]=3)=[CH:23][CH:22]=2)[CH2:14][CH2:13][N:12]([CH2:49][C:50]([O:52]C(C)(C)C)=[O:51])[CH2:11][CH2:10]1)=[O:7])(C)(C)C.Cl.CCOCC. The catalyst is O1CCOCC1. The yield is 0.900. (4) The reactants are [CH2:1]([O:3][C:4](=[O:36])[CH2:5][CH2:6][CH2:7][CH2:8][CH2:9][O:10][CH2:11][CH2:12][O:13][CH2:14][CH2:15][O:16][CH2:17][CH2:18][O:19][CH2:20][CH2:21][O:22][CH2:23][CH2:24][O:25][CH2:26][CH2:27][O:28]CC1C=CC=CC=1)[CH3:2]. The catalyst is C(O)C.[Pd]. The product is [CH2:1]([O:3][C:4](=[O:36])[CH2:5][CH2:6][CH2:7][CH2:8][CH2:9][O:10][CH2:11][CH2:12][O:13][CH2:14][CH2:15][O:16][CH2:17][CH2:18][O:19][CH2:20][CH2:21][O:22][CH2:23][CH2:24][O:25][CH2:26][CH2:27][OH:28])[CH3:2]. The yield is 0.790. (5) The reactants are [CH:1]([O:4][C:5](=[O:19])[C:6]1[CH:11]=[CH:10][C:9]([C:12]([F:15])([F:14])[F:13])=[CH:8][C:7]=1B(O)O)([CH3:3])[CH3:2].Br[C:21]1[C:26]([Cl:27])=[CH:25][CH:24]=[CH:23][N:22]=1.O1CCOCC1. The catalyst is C(OCC)(=O)C. The product is [CH:1]([O:4][C:5](=[O:19])[C:6]1[CH:11]=[CH:10][C:9]([C:12]([F:15])([F:14])[F:13])=[CH:8][C:7]=1[C:21]1[C:26]([Cl:27])=[CH:25][CH:24]=[CH:23][N:22]=1)([CH3:3])[CH3:2]. The yield is 1.00. (6) The reactants are [CH2:1]([O:3][C:4]([C:6]1[CH:11]=[CH:10][C:9]([N:12]2[CH2:17][CH2:16][C:15](=O)[CH2:14][CH2:13]2)=[CH:8][CH:7]=1)=[O:5])[CH3:2].[OH:19][C@@H:20]([CH2:33][NH2:34])[CH2:21][O:22][C:23]1[C:31]2[NH:30][C:29](=[O:32])[NH:28][C:27]=2[CH:26]=[CH:25][CH:24]=1.C(O)(=O)C. The catalyst is C(O)C.[Pd]. The product is [CH2:1]([O:3][C:4](=[O:5])[C:6]1[CH:11]=[CH:10][C:9]([N:12]2[CH2:17][CH2:16][CH:15]([NH:34][CH2:33][C@H:20]([OH:19])[CH2:21][O:22][C:23]3[C:31]4[NH:30][C:29](=[O:32])[NH:28][C:27]=4[CH:26]=[CH:25][CH:24]=3)[CH2:14][CH2:13]2)=[CH:8][CH:7]=1)[CH3:2]. The yield is 0.480. (7) The reactants are O[C:2]([C:5]1[CH:10]=[C:9]([O:11][CH3:12])[C:8]([N:13]2[CH2:18][CH2:17][NH:16][CH2:15][CH2:14]2)=[CH:7][C:6]=1[OH:19])([CH3:4])[CH3:3].FC(F)(F)C(O)=O.C([SiH](CC)CC)C. The catalyst is ClCCl. The product is [CH:2]([C:5]1[CH:10]=[C:9]([O:11][CH3:12])[C:8]([N:13]2[CH2:14][CH2:15][NH:16][CH2:17][CH2:18]2)=[CH:7][C:6]=1[OH:19])([CH3:4])[CH3:3]. The yield is 0.990. (8) The reactants are [C:1](Cl)(Cl)=[O:2].[Cl:5][C:6]1[CH:11]=[CH:10][C:9]([CH:12]2[CH:16]([C:17]3[CH:22]=[CH:21][C:20]([Cl:23])=[CH:19][CH:18]=3)[NH:15][C:14]([C:24]3[C:29]([O:30][CH3:31])=[CH:28][CH:27]=[CH:26][C:25]=3[O:32][CH2:33][CH3:34])=[N:13]2)=[CH:8][CH:7]=1.C(N(CC)CC)C.[NH:42]1[CH2:47][CH2:46][NH:45][CH2:44][CH2:43]1. The catalyst is C1COCC1.C(Cl)Cl.C(=O)(O)[O-].[Na+]. The product is [Cl:5][C:6]1[CH:7]=[CH:8][C:9]([CH:12]2[CH:16]([C:17]3[CH:18]=[CH:19][C:20]([Cl:23])=[CH:21][CH:22]=3)[N:15]([C:1]([N:42]3[CH2:47][CH2:46][NH:45][CH2:44][CH2:43]3)=[O:2])[C:14]([C:24]3[C:29]([O:30][CH3:31])=[CH:28][CH:27]=[CH:26][C:25]=3[O:32][CH2:33][CH3:34])=[N:13]2)=[CH:10][CH:11]=1. The yield is 0.610. (9) The reactants are [Cl:1][C:2]1[N:7]=[C:6](Cl)[C:5]([Cl:9])=[CH:4][N:3]=1.[CH:10]([O:13][C:14]1[NH:18][N:17]=[C:16]([NH2:19])[CH:15]=1)([CH3:12])[CH3:11].C(N(CC)CC)C. The catalyst is C1COCC1. The product is [Cl:1][C:2]1[N:7]=[C:6]([NH:19][C:16]2[CH:15]=[C:14]([O:13][CH:10]([CH3:12])[CH3:11])[NH:18][N:17]=2)[C:5]([Cl:9])=[CH:4][N:3]=1. The yield is 0.690. (10) The reactants are [C:1]([O:5][C:6]([NH:8][S:9]([NH:12][CH2:13][C:14]([O:16][CH2:17][CH3:18])=[O:15])(=[O:11])=[O:10])=[O:7])([CH3:4])([CH3:3])[CH3:2].[C:19](=[O:22])([O-])[O-].[K+].[K+].[CH3:25][O:26][C:27]1[CH:34]=[CH:33][C:30]([CH2:31]Cl)=[CH:29][CH:28]=1. The catalyst is [I-].[Na+].CN(C)C=O. The product is [C:1]([O:5][C:6]([N:8]([CH2:31][C:30]1[CH:33]=[CH:34][C:27]([O:22][CH3:19])=[CH:28][CH:29]=1)[S:9]([N:12]([CH2:13][C:14]([O:16][CH2:17][CH3:18])=[O:15])[CH2:31][C:30]1[CH:33]=[CH:34][C:27]([O:26][CH3:25])=[CH:28][CH:29]=1)(=[O:11])=[O:10])=[O:7])([CH3:4])([CH3:3])[CH3:2]. The yield is 0.800.